This data is from Full USPTO retrosynthesis dataset with 1.9M reactions from patents (1976-2016). The task is: Predict the reactants needed to synthesize the given product. (1) Given the product [Br:10][C:11]1[CH:26]=[CH:25][C:14]2[N:15]([C:38]([C:36]3[CH:35]=[CH:34][C:31]4[O:32][CH2:33][C:28](=[O:27])[NH:29][C:30]=4[CH:37]=3)=[O:39])[C@@H:16]([CH2:19][C:20]([O:22][CH2:23][CH3:24])=[O:21])[CH2:17][O:18][C:13]=2[CH:12]=1, predict the reactants needed to synthesize it. The reactants are: CCN(C(C)C)C(C)C.[Br:10][C:11]1[CH:26]=[CH:25][C:14]2[NH:15][C@@H:16]([CH2:19][C:20]([O:22][CH2:23][CH3:24])=[O:21])[CH2:17][O:18][C:13]=2[CH:12]=1.[O:27]=[C:28]1[CH2:33][O:32][C:31]2[CH:34]=[CH:35][C:36]([C:38](O)=[O:39])=[CH:37][C:30]=2[NH:29]1.C(P1(=O)OP(=O)(CCC)OP(=O)(CCC)O1)CC. (2) Given the product [C:22]([C:24]1[CH:25]=[CH:26][C:27]([CH:30]([C:45]2[C:46](=[O:56])[CH2:47][CH:48]([C:52]([F:53])([F:55])[F:54])[CH2:12][C:11]=2[O:8][CH2:9][CH3:10])[NH:31][C:32]([NH:34][C:35]2[CH:40]=[CH:39][CH:38]=[C:37]([C:41]([F:42])([F:43])[F:44])[CH:36]=2)=[O:33])=[CH:28][CH:29]=1)#[N:23], predict the reactants needed to synthesize it. The reactants are: F[B-](F)(F)F.C([O+:8]([CH2:11][CH3:12])[CH2:9][CH3:10])C.C(N(CC)C(C)C)(C)C.[C:22]([C:24]1[CH:29]=[CH:28][C:27]([CH:30]([C:45]2C(=O)C[CH:48]([C:52]([F:55])([F:54])[F:53])[CH2:47][C:46]=2[OH:56])[NH:31][C:32]([NH:34][C:35]2[CH:40]=[CH:39][CH:38]=[C:37]([C:41]([F:44])([F:43])[F:42])[CH:36]=2)=[O:33])=[CH:26][CH:25]=1)#[N:23]. (3) Given the product [N:35]1([CH2:3][C:4]2[N:13]=[C:12]([NH:14][C:15]3[CH:20]=[CH:19][C:18]([C:21]([F:24])([F:23])[F:22])=[CH:17][CH:16]=3)[C:11]3[C:6](=[CH:7][C:8]([C:25]4[C:30]([C:31]([F:34])([F:33])[F:32])=[CH:29][CH:28]=[CH:27][N:26]=4)=[CH:9][CH:10]=3)[N:5]=2)[CH2:39][CH2:38][CH2:37][CH2:36]1, predict the reactants needed to synthesize it. The reactants are: Cl.Cl[CH2:3][C:4]1[N:13]=[C:12]([NH:14][C:15]2[CH:20]=[CH:19][C:18]([C:21]([F:24])([F:23])[F:22])=[CH:17][CH:16]=2)[C:11]2[C:6](=[CH:7][C:8]([C:25]3[C:30]([C:31]([F:34])([F:33])[F:32])=[CH:29][CH:28]=[CH:27][N:26]=3)=[CH:9][CH:10]=2)[N:5]=1.[NH:35]1[CH2:39][CH2:38][CH2:37][CH2:36]1.